This data is from Forward reaction prediction with 1.9M reactions from USPTO patents (1976-2016). The task is: Predict the product of the given reaction. (1) Given the reactants [NH:1]1[C:5]2=[CH:6][N:7]=[C:8]([NH:10][C:11]3[C:12]4[C:19]5[CH2:20][CH2:21][C@H:22]([C:24]([OH:26])=O)[CH2:23][C:18]=5[S:17][C:13]=4[N:14]=[CH:15][N:16]=3)[CH:9]=[C:4]2[CH:3]=[N:2]1.[CH3:27][O:28][CH2:29][CH2:30][NH:31][CH3:32], predict the reaction product. The product is: [CH3:27][O:28][CH2:29][CH2:30][N:31]([CH3:32])[C:24]([C@H:22]1[CH2:21][CH2:20][C:19]2[C:12]3[C:11]([NH:10][C:8]4[CH:9]=[C:4]5[CH:3]=[N:2][NH:1][C:5]5=[CH:6][N:7]=4)=[N:16][CH:15]=[N:14][C:13]=3[S:17][C:18]=2[CH2:23]1)=[O:26]. (2) The product is: [C:1]([C:3]1[CH:8]=[CH:7][C:6]([N:9]2[C:13](=[O:14])[C:12]([CH3:16])([CH3:15])[N:11]([C:17]3[CH:32]=[CH:31][C:20]([O:21][CH2:22][C:23]4([C:26]([OH:28])=[O:27])[CH2:25][CH2:24]4)=[C:19]([F:33])[CH:18]=3)[C:10]2=[S:34])=[CH:5][C:4]=1[C:35]([F:36])([F:37])[F:38])#[N:2]. Given the reactants [C:1]([C:3]1[CH:8]=[CH:7][C:6]([N:9]2[C:13](=[O:14])[C:12]([CH3:16])([CH3:15])[N:11]([C:17]3[CH:32]=[CH:31][C:20]([O:21][CH2:22][C:23]4([C:26]([O:28]CC)=[O:27])[CH2:25][CH2:24]4)=[C:19]([F:33])[CH:18]=3)[C:10]2=[S:34])=[CH:5][C:4]=1[C:35]([F:38])([F:37])[F:36])#[N:2].[OH-].[Na+], predict the reaction product. (3) Given the reactants [CH3:1][C:2]1[N:3]([CH:14]2[CH2:19][CH2:18][O:17][CH2:16][CH2:15]2)[C:4]([C:7]2[CH:12]=[CH:11][N:10]=[C:9]([NH2:13])[N:8]=2)=[CH:5][N:6]=1.Br[C:21]1[CH:26]=[CH:25][C:24]([S:27]([CH3:30])(=[O:29])=[O:28])=[CH:23][CH:22]=1.C([O-])([O-])=O.[Cs+].[Cs+].CC(C1C=C(C(C)C)C(C2C=CC=CC=2P(C2CCCCC2)C2CCCCC2)=C(C(C)C)C=1)C, predict the reaction product. The product is: [CH3:30][S:27]([C:24]1[CH:25]=[CH:26][C:21]([NH:13][C:9]2[N:8]=[C:7]([C:4]3[N:3]([CH:14]4[CH2:19][CH2:18][O:17][CH2:16][CH2:15]4)[C:2]([CH3:1])=[N:6][CH:5]=3)[CH:12]=[CH:11][N:10]=2)=[CH:22][CH:23]=1)(=[O:29])=[O:28].